This data is from NCI-60 drug combinations with 297,098 pairs across 59 cell lines. The task is: Regression. Given two drug SMILES strings and cell line genomic features, predict the synergy score measuring deviation from expected non-interaction effect. (1) Drug 1: CC1=C2C(C(=O)C3(C(CC4C(C3C(C(C2(C)C)(CC1OC(=O)C(C(C5=CC=CC=C5)NC(=O)OC(C)(C)C)O)O)OC(=O)C6=CC=CC=C6)(CO4)OC(=O)C)OC)C)OC. Drug 2: C(CCl)NC(=O)N(CCCl)N=O. Cell line: SK-OV-3. Synergy scores: CSS=43.4, Synergy_ZIP=4.89, Synergy_Bliss=4.82, Synergy_Loewe=-25.8, Synergy_HSA=4.01. (2) Drug 1: C1=CC(=CC=C1CC(C(=O)O)N)N(CCCl)CCCl.Cl. Drug 2: C1=CN(C=N1)CC(O)(P(=O)(O)O)P(=O)(O)O. Cell line: SNB-75. Synergy scores: CSS=7.64, Synergy_ZIP=-2.85, Synergy_Bliss=-0.339, Synergy_Loewe=-4.21, Synergy_HSA=-2.72. (3) Drug 1: C1CCC(CC1)NC(=O)N(CCCl)N=O. Drug 2: CC1=CC=C(C=C1)C2=CC(=NN2C3=CC=C(C=C3)S(=O)(=O)N)C(F)(F)F. Cell line: UACC62. Synergy scores: CSS=27.3, Synergy_ZIP=-7.87, Synergy_Bliss=-0.644, Synergy_Loewe=-5.09, Synergy_HSA=-1.56. (4) Drug 1: C1=CC(=C2C(=C1NCCNCCO)C(=O)C3=C(C=CC(=C3C2=O)O)O)NCCNCCO. Drug 2: CCC(=C(C1=CC=CC=C1)C2=CC=C(C=C2)OCCN(C)C)C3=CC=CC=C3.C(C(=O)O)C(CC(=O)O)(C(=O)O)O. Cell line: SF-539. Synergy scores: CSS=41.4, Synergy_ZIP=6.15, Synergy_Bliss=5.42, Synergy_Loewe=-19.2, Synergy_HSA=5.70. (5) Drug 1: C1CCC(C1)C(CC#N)N2C=C(C=N2)C3=C4C=CNC4=NC=N3. Drug 2: C1=C(C(=O)NC(=O)N1)F. Cell line: SK-MEL-2. Synergy scores: CSS=26.0, Synergy_ZIP=1.93, Synergy_Bliss=-2.30, Synergy_Loewe=-12.0, Synergy_HSA=-6.69.